This data is from Reaction yield outcomes from USPTO patents with 853,638 reactions. The task is: Predict the reaction yield, written as a fraction of the theoretical maximum amount of product (1.0 means a 100% yield; for example, 0.34 means a 34% yield). (1) The reactants are [C:1]([C:5]1[N:10]=[C:9]([N:11]2[CH2:16][CH2:15][N:14]([CH2:17][CH2:18][CH2:19][CH2:20][NH2:21])[CH2:13][CH2:12]2)[CH:8]=[C:7]([C:22]([F:25])([F:24])[F:23])[N:6]=1)([CH3:4])([CH3:3])[CH3:2].C1N=CN([C:31]([N:33]2[CH:37]=N[CH:35]=[CH:34]2)=[O:32])C=1.Cl.[C:39]1([CH:45]2[CH2:51]CCNC[CH2:46]2)[CH:44]=[CH:43][CH:42]=[CH:41][CH:40]=1. The catalyst is C(Cl)(Cl)Cl.CO. The product is [C:1]([C:5]1[N:10]=[C:9]([N:11]2[CH2:16][CH2:15][N:14]([CH2:17][CH2:18][CH2:19][CH2:20][NH:21][C:31]([N:33]3[CH2:34][CH2:35][CH2:51][CH:45]([C:39]4[CH:44]=[CH:43][CH:42]=[CH:41][CH:40]=4)[CH2:46][CH2:37]3)=[O:32])[CH2:13][CH2:12]2)[CH:8]=[C:7]([C:22]([F:24])([F:25])[F:23])[N:6]=1)([CH3:4])([CH3:2])[CH3:3]. The yield is 0.220. (2) The reactants are [C:1]([O:5][C:6](=[O:35])[NH:7][C:8]([C:10]1[S:11][C:12]([S:33][CH3:34])=[C:13]([S:15]([C:18]2[CH:19]=[C:20]([C:24]3[C:29]([CH3:30])=[CH:28][C:27]([OH:31])=[CH:26][C:25]=3[CH3:32])[CH:21]=[CH:22][CH:23]=2)(=[O:17])=[O:16])[CH:14]=1)=[NH:9])([CH3:4])([CH3:3])[CH3:2].C([O-])([O-])=O.[Cs+].[Cs+].[CH2:42]([O:44][P:45]([CH2:50]OS(C(F)(F)F)(=O)=O)([O:47][CH2:48][CH3:49])=[O:46])[CH3:43]. The catalyst is CN(C=O)C. The product is [CH2:42]([O:44][P:45]([CH2:50][O:31][C:27]1[CH:26]=[C:25]([CH3:32])[C:24]([C:20]2[CH:21]=[CH:22][CH:23]=[C:18]([S:15]([C:13]3[CH:14]=[C:10]([C:8]([NH:7][C:6]([O:5][C:1]([CH3:4])([CH3:3])[CH3:2])=[O:35])=[NH:9])[S:11][C:12]=3[S:33][CH3:34])(=[O:17])=[O:16])[CH:19]=2)=[C:29]([CH3:30])[CH:28]=1)(=[O:46])[O:47][CH2:48][CH3:49])[CH3:43]. The yield is 0.330. (3) The reactants are [H-].[Na+].[C:3]([N:10]1[CH2:15][CH2:14][CH2:13][CH:12]([OH:16])[CH2:11]1)([O:5][C:6]([CH3:9])([CH3:8])[CH3:7])=[O:4].[CH3:17][C:18]([C:20]1[CH:25]=[CH:24][C:23](F)=[C:22]([C:27]([F:30])([F:29])[F:28])[CH:21]=1)=[O:19].O. The catalyst is CS(C)=O.ClCCl. The product is [C:6]([O:5][C:3]([N:10]1[CH2:15][CH2:14][CH2:13][CH:12]([O:16][C:23]2[CH:24]=[CH:25][C:20]([C:18](=[O:19])[CH3:17])=[CH:21][C:22]=2[C:27]([F:28])([F:29])[F:30])[CH2:11]1)=[O:4])([CH3:9])([CH3:8])[CH3:7]. The yield is 0.680. (4) The reactants are [CH2:1]([S:3](Cl)(=[O:5])=[O:4])[CH3:2].[NH2:7][C:8]1[CH:9]=[CH:10][C:11]([O:23][C:24]2[CH:29]=[CH:28][C:27]([F:30])=[CH:26][C:25]=2[F:31])=[C:12]([C:14]2[C:15]([F:22])=[CH:16][C:17](=[O:21])[N:18]([CH3:20])[CH:19]=2)[CH:13]=1.N1C=CC=CC=1.Cl. The catalyst is ClCCl. The product is [F:31][C:25]1[CH:26]=[C:27]([F:30])[CH:28]=[CH:29][C:24]=1[O:23][C:11]1[CH:10]=[CH:9][C:8]([NH:7][S:3]([CH2:1][CH3:2])(=[O:5])=[O:4])=[CH:13][C:12]=1[C:14]1[C:15]([F:22])=[CH:16][C:17](=[O:21])[N:18]([CH3:20])[CH:19]=1. The yield is 0.720. (5) The catalyst is C(OCC)(=O)C.[OH-].[OH-].[Pd+2]. The product is [CH2:1]([O:8][C:9]([N:11]1[CH2:15][C@@H:14]([C:16]2[CH:17]=[CH:18][CH:19]=[CH:20][CH:21]=2)[CH2:13][C@H:12]1[CH2:22][C:23]#[N:24])=[O:10])[C:2]1[CH:3]=[CH:4][CH:5]=[CH:6][CH:7]=1. The reactants are [CH2:1]([O:8][C:9]([N:11]1[CH2:15][C:14]([C:16]2[CH:21]=[CH:20][CH:19]=[CH:18][CH:17]=2)=[CH:13][C@@H:12]1[CH2:22][C:23]#[N:24])=[O:10])[C:2]1[CH:7]=[CH:6][CH:5]=[CH:4][CH:3]=1. The yield is 0.700. (6) The reactants are Br[C:2]1[C:3]([F:28])=[C:4]([N:8]2[CH:13]=[C:12]([O:14][CH3:15])[C:11](=[O:16])[C:10]([C:17]3[N:21]([C:22]4[CH:27]=[CH:26][CH:25]=[CH:24][CH:23]=4)[N:20]=[CH:19][CH:18]=3)=[N:9]2)[CH:5]=[CH:6][CH:7]=1.[NH:29]1[CH2:34][CH2:33][O:32][CH2:31][CH2:30]1.CC([O-])(C)C.[Na+].CC1(C)C2C(=C(P(C3C=CC=CC=3)C3C=CC=CC=3)C=CC=2)OC2C(P(C3C=CC=CC=3)C3C=CC=CC=3)=CC=CC1=2. The catalyst is O1CCOCC1.C([O-])(O)=O.[Na+].C1C=CC(/C=C/C(/C=C/C2C=CC=CC=2)=O)=CC=1.C1C=CC(/C=C/C(/C=C/C2C=CC=CC=2)=O)=CC=1.C1C=CC(/C=C/C(/C=C/C2C=CC=CC=2)=O)=CC=1.[Pd].[Pd]. The product is [F:28][C:3]1[C:2]([N:29]2[CH2:34][CH2:33][O:32][CH2:31][CH2:30]2)=[CH:7][CH:6]=[CH:5][C:4]=1[N:8]1[CH:13]=[C:12]([O:14][CH3:15])[C:11](=[O:16])[C:10]([C:17]2[N:21]([C:22]3[CH:27]=[CH:26][CH:25]=[CH:24][CH:23]=3)[N:20]=[CH:19][CH:18]=2)=[N:9]1. The yield is 0.590.